This data is from NCI-60 drug combinations with 297,098 pairs across 59 cell lines. The task is: Regression. Given two drug SMILES strings and cell line genomic features, predict the synergy score measuring deviation from expected non-interaction effect. Cell line: SK-MEL-28. Synergy scores: CSS=5.49, Synergy_ZIP=-2.01, Synergy_Bliss=-1.17, Synergy_Loewe=1.12, Synergy_HSA=0.349. Drug 1: C1=NC2=C(N=C(N=C2N1C3C(C(C(O3)CO)O)F)Cl)N. Drug 2: C1CNP(=O)(OC1)N(CCCl)CCCl.